From a dataset of Peptide-MHC class II binding affinity with 134,281 pairs from IEDB. Regression. Given a peptide amino acid sequence and an MHC pseudo amino acid sequence, predict their binding affinity value. This is MHC class II binding data. (1) The peptide sequence is EKKYFAATQFEPLCA. The MHC is HLA-DPA10201-DPB10101 with pseudo-sequence HLA-DPA10201-DPB10101. The binding affinity (normalized) is 0.983. (2) The peptide sequence is DVNASFRAAMATTAN. The MHC is HLA-DQA10102-DQB10602 with pseudo-sequence HLA-DQA10102-DQB10602. The binding affinity (normalized) is 0.797. (3) The peptide sequence is GRTILKENIKYEVAIFVH. The MHC is DRB1_0101 with pseudo-sequence DRB1_0101. The binding affinity (normalized) is 0.592. (4) The peptide sequence is INEPTAAGIAYGLDR. The MHC is HLA-DQA10401-DQB10402 with pseudo-sequence HLA-DQA10401-DQB10402. The binding affinity (normalized) is 0.485. (5) The peptide sequence is KQQGIRYANPIAFFR. The MHC is HLA-DQA10103-DQB10603 with pseudo-sequence HLA-DQA10103-DQB10603. The binding affinity (normalized) is 0.276. (6) The peptide sequence is YADPKRFFLPIFSDE. The MHC is DRB1_0101 with pseudo-sequence DRB1_0101. The binding affinity (normalized) is 0.354.